Dataset: Full USPTO retrosynthesis dataset with 1.9M reactions from patents (1976-2016). Task: Predict the reactants needed to synthesize the given product. Given the product [F:9][C:10]1[CH:15]=[CH:14][C:13]([N+:16]([O-:18])=[O:17])=[CH:12][C:11]=1[C:2]1[CH:6]=[CH:5][S:4][C:3]=1[C:7]#[N:8], predict the reactants needed to synthesize it. The reactants are: Br[C:2]1[CH:6]=[CH:5][S:4][C:3]=1[C:7]#[N:8].[F:9][C:10]1[CH:15]=[CH:14][C:13]([N+:16]([O-:18])=[O:17])=[CH:12][C:11]=1B1OC(C)(C)C(C)(C)O1.